From a dataset of Full USPTO retrosynthesis dataset with 1.9M reactions from patents (1976-2016). Predict the reactants needed to synthesize the given product. Given the product [Cl:36][C:35]1[C:30]2[O:29][C:26]3[CH2:27][CH2:28][N:23]([C:21]([O:20][C:16]([CH3:18])([CH3:19])[CH3:17])=[O:22])[CH2:24][C:25]=3[C:31]=2[CH:32]=[C:33]([S:37]([C:2]2[CH:3]=[CH:4][C:5]([CH2:6][OH:7])=[CH:14][CH:15]=2)(=[O:39])=[O:38])[CH:34]=1, predict the reactants needed to synthesize it. The reactants are: I[C:2]1[CH:15]=[CH:14][C:5]([CH2:6][O:7]C2CCCCO2)=[CH:4][CH:3]=1.[C:16]([O:20][C:21]([N:23]1[CH2:28][CH2:27][C:26]2[O:29][C:30]3[C:35]([Cl:36])=[CH:34][C:33]([S:37]([O-:39])=[O:38])=[CH:32][C:31]=3[C:25]=2[CH2:24]1)=[O:22])([CH3:19])([CH3:18])[CH3:17].[Li+].